Dataset: Forward reaction prediction with 1.9M reactions from USPTO patents (1976-2016). Task: Predict the product of the given reaction. (1) Given the reactants [F:1][C:2]1[CH:3]=[C:4]([CH:7]=[CH:8][C:9]=1[F:10])[CH:5]=O.[N+:11]([CH3:14])([O-:13])=[O:12].[OH-].[Na+], predict the reaction product. The product is: [F:10][C:9]1[CH:8]=[CH:7][C:4](/[CH:5]=[CH:14]/[N+:11]([O-:13])=[O:12])=[CH:3][C:2]=1[F:1]. (2) Given the reactants Cl.CO[C:4]1[CH:9]=[CH:8][C:7]([CH:10]2[CH2:15][CH2:14][NH:13][CH2:12][CH2:11]2)=[C:6](C(O)=O)[CH:5]=1.F[C:20]1[CH:27]=[CH:26][C:23]([CH:24]=[O:25])=[CH:22][CH:21]=1.[C:28]([O-:31])([O-])=[O:29].[K+].[K+].[CH3:34]N(C=O)C, predict the reaction product. The product is: [CH3:34][O:31][C:28](=[O:29])[C:4]1[CH:5]=[CH:6][C:7]([CH:10]2[CH2:11][CH2:12][N:13]([C:20]3[CH:27]=[CH:26][C:23]([CH:24]=[O:25])=[CH:22][CH:21]=3)[CH2:14][CH2:15]2)=[CH:8][CH:9]=1. (3) The product is: [CH3:55][C:51]1[C:25]2([CH2:24][CH2:23][N:22]([C:20]([O:21][C:42]([CH3:41])([CH3:37])[CH3:43])=[O:47])[CH2:27][CH2:26]2)[C:28]2[C:29](=[CH:30][CH:31]=[CH:32][CH:33]=2)[CH:52]=1. Given the reactants BrC1C=NN2C(NCC3C=CC=C(F)C=3)=C([C:20]([N:22]3[CH2:27][CH2:26][CH:25]([C:28]4[CH:33]=[CH:32][CH:31]=[CH:30][CH:29]=4)[CH2:24][CH2:23]3)=[O:21])C=NC=12.CC1C[C:37]2[C:42]([CH:43]=1)=[CH:41]C=CC=2.[H-].[Na+].C(=O)([O-])[OH:47].[Na+].[CH2:51]1[CH2:55]OC[CH2:52]1, predict the reaction product. (4) Given the reactants [N+:1]([C:4]1[CH:12]=[CH:11][C:7]([C:8](Cl)=[O:9])=[CH:6][CH:5]=1)([O-:3])=[O:2].[CH:13]1[C:25]2[CH:24]([CH2:26][O:27][C:28]([NH:30][CH2:31][CH2:32][OH:33])=[O:29])[C:23]3[C:18](=[CH:19][CH:20]=[CH:21][CH:22]=3)[C:17]=2[CH:16]=[CH:15][CH:14]=1.C(N(CC)CC)C, predict the reaction product. The product is: [N+:1]([C:4]1[CH:12]=[CH:11][C:7]([C:8]([O:33][CH2:32][CH2:31][NH:30][C:28]([O:27][CH2:26][CH:24]2[C:23]3[CH:22]=[CH:21][CH:20]=[CH:19][C:18]=3[C:17]3[C:25]2=[CH:13][CH:14]=[CH:15][CH:16]=3)=[O:29])=[O:9])=[CH:6][CH:5]=1)([O-:3])=[O:2]. (5) Given the reactants Cl[C:2]1[N:3]([CH2:10][C@:11]([OH:35])([CH3:34])[CH2:12][N:13]2[CH2:18][CH2:17][N:16]([C:19]([O:21][CH2:22][C:23]3[CH:28]=[CH:27][C:26]([O:29][C:30]([F:33])([F:32])[F:31])=[CH:25][CH:24]=3)=[O:20])[CH2:15][CH2:14]2)[CH:4]=[C:5]([N+:7]([O-:9])=[O:8])[N:6]=1.[H-].[Na+].C(OCC)(=O)C.O, predict the reaction product. The product is: [CH3:34][C@@:11]1([CH2:12][N:13]2[CH2:18][CH2:17][N:16]([C:19]([O:21][CH2:22][C:23]3[CH:28]=[CH:27][C:26]([O:29][C:30]([F:33])([F:32])[F:31])=[CH:25][CH:24]=3)=[O:20])[CH2:15][CH2:14]2)[O:35][C:2]2=[N:6][C:5]([N+:7]([O-:9])=[O:8])=[CH:4][N:3]2[CH2:10]1.